From a dataset of Forward reaction prediction with 1.9M reactions from USPTO patents (1976-2016). Predict the product of the given reaction. (1) Given the reactants C(N([CH:7]([CH3:9])[CH3:8])CC)(C)C.[CH:10](NCCNC(C)C)([CH3:12])[CH3:11].FC(F)(F)[C:22]([OH:24])=[O:23].O, predict the reaction product. The product is: [C:22]([OH:24])(=[O:23])[C:8]1[CH:7]=[CH:9][CH:12]=[CH:10][CH:11]=1. (2) Given the reactants [H-].[H-].[H-].[H-].[Li+].[Al+3].[O:7]1[CH:11]=[C:10]([C:12]2[CH:22]=[CH:21][C:15]([C:16](OCC)=[O:17])=[CH:14][CH:13]=2)[N:9]=[CH:8]1.O.[OH-].[K+], predict the reaction product. The product is: [O:7]1[CH:11]=[C:10]([C:12]2[CH:13]=[CH:14][C:15]([CH2:16][OH:17])=[CH:21][CH:22]=2)[N:9]=[CH:8]1. (3) Given the reactants [Br:1][C:2]1[N:3]=[C:4]2[CH:10]=[CH:9][NH:8][C:5]2=[N:6][CH:7]=1.[H-].[Na+].Cl[CH2:14][O:15][CH2:16][CH2:17][Si:18]([CH3:21])([CH3:20])[CH3:19], predict the reaction product. The product is: [Br:1][C:2]1[N:3]=[C:4]2[CH:10]=[CH:9][N:8]([CH2:14][O:15][CH2:16][CH2:17][Si:18]([CH3:21])([CH3:20])[CH3:19])[C:5]2=[N:6][CH:7]=1.